Predict the reactants needed to synthesize the given product. From a dataset of Full USPTO retrosynthesis dataset with 1.9M reactions from patents (1976-2016). (1) The reactants are: O=C1C2C(=CC=CC=2)C(=O)[N:3]1[O:12][CH2:13][CH2:14][NH:15][S:16]([CH2:19]C)(=[O:18])=[O:17].CNN. Given the product [NH2:3][O:12][CH2:13][CH2:14][NH:15][S:16]([CH3:19])(=[O:18])=[O:17], predict the reactants needed to synthesize it. (2) Given the product [C:8]([O:13][CH:6]([O:5][CH2:1][CH2:2][CH2:3][CH3:4])[CH3:7])(=[O:12])[C:9]([CH3:11])=[CH2:10], predict the reactants needed to synthesize it. The reactants are: [CH2:1]([O:5][CH:6]=[CH2:7])[CH2:2][CH2:3][CH3:4].[C:8]([OH:13])(=[O:12])[C:9]([CH3:11])=[CH2:10]. (3) The reactants are: [C:1]([C:3]1[N:8]=[C:7]([C:9]2[N:13]3[CH:14]=[C:15]([F:18])[CH:16]=[CH:17][C:12]3=[N:11][CH:10]=2)[N:6]=[C:5]([NH:19][C@@H:20]2[CH2:25][CH2:24][CH2:23][N:22](C(OC(C)(C)C)=O)[CH2:21]2)[CH:4]=1)#[N:2].FC(F)(F)C(O)=O. Given the product [F:18][C:15]1[CH:16]=[CH:17][C:12]2[N:13]([C:9]([C:7]3[N:8]=[C:3]([C:1]#[N:2])[CH:4]=[C:5]([NH:19][C@@H:20]4[CH2:25][CH2:24][CH2:23][NH:22][CH2:21]4)[N:6]=3)=[CH:10][N:11]=2)[CH:14]=1, predict the reactants needed to synthesize it.